Dataset: Forward reaction prediction with 1.9M reactions from USPTO patents (1976-2016). Task: Predict the product of the given reaction. (1) Given the reactants [OH:1][NH:2][C:3]([NH2:5])=[O:4].CN1CCOCC1.FC1C=CC=C([C@@:20]([NH:28][C:29]([O:31][C:32]([CH3:35])([CH3:34])[CH3:33])=[O:30])([CH2:24][CH:25]([CH3:27])[CH3:26])[C:21]([O-])=[O:22])C=1, predict the reaction product. The product is: [C:32]([O:31][C:29]([NH:28][C@@H:20]([CH2:24][CH:25]([CH3:27])[CH3:26])[C:21]([O:1][NH:2][C:3]([NH2:5])=[O:4])=[O:22])=[O:30])([CH3:35])([CH3:34])[CH3:33]. (2) Given the reactants [F:1][C:2]([F:34])([F:33])[C:3]1[CH:28]=[C:27]([C:29]([F:32])([F:31])[F:30])[CH:26]=[CH:25][C:4]=1[CH2:5][N:6]1[C:14]2[C:9](=[CH:10][C:11]([CH:15]=[C:16]3[S:20][C:19](SCC)=[N:18][C:17]3=[O:24])=[CH:12][CH:13]=2)[CH:8]=[N:7]1.[CH3:35][N:36]1[CH2:41][CH2:40][NH:39][CH2:38][CH:37]1[CH2:42][CH2:43][OH:44], predict the reaction product. The product is: [F:34][C:2]([F:1])([F:33])[C:3]1[CH:28]=[C:27]([C:29]([F:30])([F:32])[F:31])[CH:26]=[CH:25][C:4]=1[CH2:5][N:6]1[C:14]2[C:9](=[CH:10][C:11]([CH:15]=[C:16]3[S:20][C:19]([N:39]4[CH2:40][CH2:41][N:36]([CH3:35])[CH:37]([CH2:42][CH2:43][OH:44])[CH2:38]4)=[N:18][C:17]3=[O:24])=[CH:12][CH:13]=2)[CH:8]=[N:7]1. (3) Given the reactants [Cl:1][C:2]1[CH:7]=[CH:6][C:5]([OH:8])=[CH:4][C:3]=1[C:9]([F:12])([F:11])[F:10].[H-].[Na+].[Br:15][C:16]1[C:17](Cl)=[N:18][C:19]([CH3:25])=[C:20]([N+:22]([O-:24])=[O:23])[CH:21]=1, predict the reaction product. The product is: [Br:15][C:16]1[C:17]([O:8][C:5]2[CH:6]=[CH:7][C:2]([Cl:1])=[C:3]([C:9]([F:10])([F:11])[F:12])[CH:4]=2)=[N:18][C:19]([CH3:25])=[C:20]([N+:22]([O-:24])=[O:23])[CH:21]=1. (4) Given the reactants C(O[C:9]1[CH:27]=[CH:26][CH:25]=[CH:24][C:10]=1[C:11]([NH:13][C:14]1[CH:19]=[CH:18][CH:17]=[CH:16][C:15]=1[S:20](=[O:23])(=[O:22])[NH2:21])=[O:12])C1C=CC=CC=1.[F:28][C:29]1[CH:37]=[C:36]([F:38])[CH:35]=[CH:34][C:30]=1[C:31](Cl)=[O:32].[C:39](=[O:42])([O-])[O-].[K+].[K+], predict the reaction product. The product is: [CH2:39]([O:42][C:25]1[CH:24]=[C:10]([CH:9]=[CH:27][CH:26]=1)[C:11]([NH:13][C:14]1[CH:19]=[CH:18][CH:17]=[CH:16][C:15]=1[S:20]([NH:21][C:31](=[O:32])[C:30]1[CH:34]=[CH:35][C:36]([F:38])=[CH:37][C:29]=1[F:28])(=[O:22])=[O:23])=[O:12])[C:9]1[CH:27]=[CH:26][CH:25]=[CH:24][CH:10]=1. (5) Given the reactants Cl[C:2]1[C:3]([CH3:23])=[CH:4][C:5]([N+:20]([O-:22])=[O:21])=[C:6]([NH:8][CH2:9][CH2:10][CH2:11][CH2:12][CH2:13][CH2:14][C:15]([O:17][CH2:18][CH3:19])=[O:16])[CH:7]=1.[CH:24]1(B(O)O)[CH2:26][CH2:25]1.ClCCl.C(=O)([O-])[O-].[Cs+].[Cs+], predict the reaction product. The product is: [CH:24]1([C:2]2[C:3]([CH3:23])=[CH:4][C:5]([N+:20]([O-:22])=[O:21])=[C:6]([NH:8][CH2:9][CH2:10][CH2:11][CH2:12][CH2:13][CH2:14][C:15]([O:17][CH2:18][CH3:19])=[O:16])[CH:7]=2)[CH2:26][CH2:25]1.